This data is from NCI-60 drug combinations with 297,098 pairs across 59 cell lines. The task is: Regression. Given two drug SMILES strings and cell line genomic features, predict the synergy score measuring deviation from expected non-interaction effect. Drug 1: CC1=C(C(=CC=C1)Cl)NC(=O)C2=CN=C(S2)NC3=CC(=NC(=N3)C)N4CCN(CC4)CCO. Drug 2: C1CC(=O)NC(=O)C1N2C(=O)C3=CC=CC=C3C2=O. Cell line: HL-60(TB). Synergy scores: CSS=-3.84, Synergy_ZIP=2.96, Synergy_Bliss=4.28, Synergy_Loewe=-3.65, Synergy_HSA=-3.04.